From a dataset of Full USPTO retrosynthesis dataset with 1.9M reactions from patents (1976-2016). Predict the reactants needed to synthesize the given product. (1) Given the product [Br:12][C:8]1[CH:7]=[CH:6][C:5]([OH:9])=[CH:4][C:3]=1[C:2]([F:10])([F:11])[F:1], predict the reactants needed to synthesize it. The reactants are: [F:1][C:2]([F:11])([F:10])[C:3]1[CH:4]=[C:5]([OH:9])[CH:6]=[CH:7][CH:8]=1.[Br:12]Br.Br. (2) Given the product [CH3:54][C:55]1[C:59]([CH3:60])=[C:58]([NH:61][C:23]([N:20]2[CH2:19][CH2:18][C:16]3([O:15][CH2:14][C@@H:13]([C:9]4[CH:10]=[C:11]([C:36]5[CH:37]=[CH:38][C:33]([F:32])=[CH:34][CH:35]=5)[CH:12]=[CH:7][CH:8]=4)[CH2:17]3)[CH2:22][CH2:21]2)=[O:25])[O:57][N:56]=1, predict the reactants needed to synthesize it. The reactants are: FC(F)(F)S(O[C:7]1[CH:8]=[C:9]([C@H:13]2[CH2:17][C:16]3([CH2:22][CH2:21][N:20]([C:23]([O:25]C(C)(C)C)=O)[CH2:19][CH2:18]3)[O:15][CH2:14]2)[CH:10]=[CH:11][CH:12]=1)(=O)=O.[F:32][C:33]1[CH:38]=[CH:37][C:36](B(O)O)=[CH:35][CH:34]=1.C(=O)([O-])[O-].[Cs+].[Cs+].S([O-])([O-])(=O)=O.[Mg+2].[CH3:54][C:55]1[C:59]([CH3:60])=[C:58]([NH:61]C(=O)OC2C=CC=CC=2)[O:57][N:56]=1.CCN(C(C)C)C(C)C.